This data is from Ames mutagenicity test results for genotoxicity prediction. The task is: Regression/Classification. Given a drug SMILES string, predict its toxicity properties. Task type varies by dataset: regression for continuous values (e.g., LD50, hERG inhibition percentage) or binary classification for toxic/non-toxic outcomes (e.g., AMES mutagenicity, cardiotoxicity, hepatotoxicity). Dataset: ames. (1) The molecule is O=[N+]([O-])c1cccc(O)c1. The result is 1 (mutagenic). (2) The compound is OCc1ccc(Br)cc1. The result is 0 (non-mutagenic). (3) The molecule is O=C(O)COc1ccc(Cl)cc1. The result is 0 (non-mutagenic).